Task: Predict the reactants needed to synthesize the given product.. Dataset: Full USPTO retrosynthesis dataset with 1.9M reactions from patents (1976-2016) (1) The reactants are: [OH:1][CH2:2][C:3]1[O:7][N:6]=[C:5]([C:8]([O:10][CH2:11][CH3:12])=[O:9])[CH:4]=1.[F:13][C:14]([F:22])([F:21])[CH2:15]CS([O-])(=O)=O.[H-].[Na+].[Cl-].[NH4+]. Given the product [F:13][C:14]([F:22])([F:21])[CH2:15][O:1][CH2:2][C:3]1[O:7][N:6]=[C:5]([C:8]([O:10][CH2:11][CH3:12])=[O:9])[CH:4]=1, predict the reactants needed to synthesize it. (2) Given the product [F:32][C:26]1[CH:27]=[C:28]([I:31])[CH:29]=[CH:30][C:25]=1[NH:24][C:12]1[C:13]([C:17]([OH:19])=[O:18])=[CH:14][CH:15]=[C:16]2[C:11]=1[CH:10]=[N:9][NH:8]2, predict the reactants needed to synthesize it. The reactants are: C(OC([N:8]1[C:16]2[C:11](=[C:12]([NH:24][C:25]3[CH:30]=[CH:29][C:28]([I:31])=[CH:27][C:26]=3[F:32])[C:13]([C:17]([O:19]C(C)(C)C)=[O:18])=[CH:14][CH:15]=2)[CH:10]=[N:9]1)=O)(C)(C)C.C(O)(C(F)(F)F)=O.